From a dataset of Catalyst prediction with 721,799 reactions and 888 catalyst types from USPTO. Predict which catalyst facilitates the given reaction. (1) Reactant: [F:1][C:2]1[C:7]([C:8]2[CH:13]=[CH:12][CH:11]=[C:10]([CH3:14])[CH:9]=2)=[C:6]([C@H:15]([O:29][CH2:30][CH2:31]OS(C)(=O)=O)[C@@H:16]2[O:21][CH2:20][CH2:19][N:18]([C:22]([O:24][C:25]([CH3:28])([CH3:27])[CH3:26])=[O:23])[CH2:17]2)[CH:5]=[CH:4][CH:3]=1.[N-:37]=[N+:38]=[N-:39].[Na+]. Product: [N:37]([CH2:31][CH2:30][O:29][C@@H:15]([C:6]1[CH:5]=[CH:4][CH:3]=[C:2]([F:1])[C:7]=1[C:8]1[CH:13]=[CH:12][CH:11]=[C:10]([CH3:14])[CH:9]=1)[C@@H:16]1[O:21][CH2:20][CH2:19][N:18]([C:22]([O:24][C:25]([CH3:27])([CH3:26])[CH3:28])=[O:23])[CH2:17]1)=[N+:38]=[N-:39]. The catalyst class is: 173. (2) Reactant: [F:8][C:7]([F:10])([F:9])[C:6](O[C:6](=[O:11])[C:7]([F:10])([F:9])[F:8])=[O:11].[Cl:14][C:15]1[CH:24]=[C:23]([NH:25][CH2:26][CH:27]2[CH2:29][CH2:28]2)[CH:22]=[CH:21][C:16]=1[C:17]([O:19][CH3:20])=[O:18].N1C=CC=CC=1. Product: [Cl:14][C:15]1[CH:24]=[C:23]([N:25]([CH2:26][CH:27]2[CH2:29][CH2:28]2)[C:6](=[O:11])[C:7]([F:8])([F:9])[F:10])[CH:22]=[CH:21][C:16]=1[C:17]([O:19][CH3:20])=[O:18]. The catalyst class is: 4. (3) Reactant: Br[C:2]1[CH:7]2[N:8]([C:9]([O:11][C:12]([CH3:15])([CH3:14])[CH3:13])=[O:10])[CH:4]([CH:5]=[CH:6]2)[C:3]=1[C:16]([O:18][CH3:19])=[O:17].[H][H].[C:22](OCC)(=O)C.CCCCCC. Product: [CH:4]12[N:8]([C:9]([O:11][C:12]([CH3:15])([CH3:14])[CH3:13])=[O:10])[CH:7]([CH2:6][CH2:5]1)[CH2:2][CH:3]2[C:16]([O:18][CH2:19][CH3:22])=[O:17]. The catalyst class is: 29. (4) Reactant: C(O)(=O)C.[F:5][C:6]1[CH:7]=[C:8]([CH:11]=[CH:12][C:13]=1[O:14][CH2:15][C:16]1[CH:21]=[CH:20][CH:19]=[CH:18][N:17]=1)[CH:9]=O.[N+:22]([CH3:25])([O-:24])=[O:23].C([O-])(=O)C.[NH4+]. Product: [F:5][C:6]1[CH:7]=[C:8](/[CH:9]=[CH:25]/[N+:22]([O-:24])=[O:23])[CH:11]=[CH:12][C:13]=1[O:14][CH2:15][C:16]1[CH:21]=[CH:20][CH:19]=[CH:18][N:17]=1. The catalyst class is: 84. (5) Reactant: [Br:1][C:2]1[CH:7]=[CH:6][C:5]([F:8])=[CH:4][C:3]=1[OH:9].[C:10](=O)([O-])[O-].[K+].[K+].S(OC)(OC)(=O)=O. Product: [Br:1][C:2]1[CH:7]=[CH:6][C:5]([F:8])=[CH:4][C:3]=1[O:9][CH3:10]. The catalyst class is: 21. (6) Reactant: [NH2:1][C:2]1[C:7]([NH:8][CH2:9][C:10](OCC)=[O:11])=[CH:6][CH:5]=[C:4]([O:15][CH3:16])[N:3]=1.CC(C)([O-])C.[K+].[NH4+].[Cl-]. Product: [CH3:16][O:15][C:4]1[CH:5]=[CH:6][C:7]2[NH:8][CH2:9][C:10](=[O:11])[NH:1][C:2]=2[N:3]=1. The catalyst class is: 7.